This data is from Forward reaction prediction with 1.9M reactions from USPTO patents (1976-2016). The task is: Predict the product of the given reaction. (1) Given the reactants [N+:1]([O-:4])(O)=[O:2].[Se:5]1[C:9]([C:10]([OH:12])=[O:11])=[CH:8][CH:7]=[C:6]1[C:13]([OH:15])=[O:14].S(=O)(=O)(O)O, predict the reaction product. The product is: [N+:1]([C:7]1[CH:8]=[C:9]([C:10]([OH:12])=[O:11])[Se:5][C:6]=1[C:13]([OH:15])=[O:14])([O-:4])=[O:2]. (2) Given the reactants [CH2:1]([O:3][C:4](=[O:31])[C:5]([O:8][C:9]1[CH:14]=[CH:13][C:12]([O:15]CC2C=CC=CC=2)=[CH:11][C:10]=1[CH:23](O)[C:24]1[CH:29]=[CH:28][CH:27]=[CH:26][CH:25]=1)([CH3:7])[CH3:6])[CH3:2].[H][H], predict the reaction product. The product is: [CH2:1]([O:3][C:4](=[O:31])[C:5]([O:8][C:9]1[CH:14]=[CH:13][C:12]([OH:15])=[CH:11][C:10]=1[CH2:23][C:24]1[CH:25]=[CH:26][CH:27]=[CH:28][CH:29]=1)([CH3:7])[CH3:6])[CH3:2]. (3) The product is: [CH:42]1([N:41]2[C:1]([C:3]3[CH2:4][CH:5]([NH:8][C:9](=[O:15])[O:10][C:11]([CH3:14])([CH3:13])[CH3:12])[CH2:6][CH:7]=3)=[CH:38][N:37]=[CH:36]2)[CH2:43][CH2:33]1. Given the reactants [CH:1]([C:3]1[CH2:4][CH:5]([NH:8][C:9](=[O:15])[O:10][C:11]([CH3:14])([CH3:13])[CH3:12])[CH2:6][CH:7]=1)=O.C1(N)CC1.S(C[N+]#[C-])(C1C=CC(C)=CC=1)(=O)=O.[CH2:33]1[CH2:43][CH2:42][N:41]2[C:36](=[N:37][CH2:38]CC2)CC1, predict the reaction product. (4) Given the reactants [NH:1]1[C:11]2[C:6](=[CH:7][CH:8]=[CH:9][CH:10]=2)[C:4](=O)[C:2]1=[O:3].[C:12]12([C:22]([NH:24][NH2:25])=[O:23])[CH2:21][CH:16]3[CH2:17][CH:18]([CH2:20][CH:14]([CH2:15]3)[CH2:13]1)[CH2:19]2, predict the reaction product. The product is: [CH2:2]([N:1]1[C:11]2[C:6](=[CH:7][CH:8]=[CH:9][CH:10]=2)/[C:4](=[N:25]/[NH:24][C:22]([C:12]23[CH2:21][CH:16]4[CH2:15][CH:14]([CH2:20][CH:18]([CH2:17]4)[CH2:19]2)[CH2:13]3)=[O:23])/[C:2]1=[O:3])[CH2:4][CH2:6][CH2:7][CH2:8][CH3:9]. (5) The product is: [Cl:20][C:4]1[C:5]2[N:6]([CH:9]=[C:10]([C:12]([O:14][CH2:15][CH3:16])=[O:13])[CH:11]=2)[N:7]=[CH:8][C:3]=1[C:1]#[N:2]. Given the reactants [C:1]([C:3]1[CH:8]=[N:7][N:6]2[CH:9]=[C:10]([C:12]([O:14][CH2:15][CH3:16])=[O:13])[CH:11]=[C:5]2[C:4]=1O)#[N:2].O=P(Cl)(Cl)[Cl:20], predict the reaction product. (6) Given the reactants F[C:2]1[CH:7]=[C:6]([S:8]([CH2:11][CH3:12])(=[O:10])=[O:9])[CH:5]=[C:4]([F:13])[CH:3]=1.[Cl:14][C:15]1[CH:20]=[CH:19][C:18]([OH:21])=[CH:17][C:16]=1[N:22]1[C:26]2[CH:27]=[CH:28][CH:29]=[C:30]([Cl:31])[C:25]=2[N:24]=[C:23]1[CH3:32], predict the reaction product. The product is: [Cl:31][C:30]1[C:25]2[N:24]=[C:23]([CH3:32])[N:22]([C:16]3[CH:17]=[C:18]([O:21][C:2]4[CH:3]=[C:4]([F:13])[CH:5]=[C:6]([S:8]([CH2:11][CH3:12])(=[O:10])=[O:9])[CH:7]=4)[CH:19]=[CH:20][C:15]=3[Cl:14])[C:26]=2[CH:27]=[CH:28][CH:29]=1. (7) Given the reactants [Cl:1][C:2]1[CH:10]=[CH:9][C:5]([C:6]([OH:8])=O)=[CH:4][N+:3]=1[O-:11].C(OC1C=CC2C(=CC=CC=2)N1C(OCC)=O)C.[CH3:30][N:31]1[CH2:36][CH2:35][NH:34][CH2:33][CH2:32]1, predict the reaction product. The product is: [Cl:1][C:2]1[N+:3]([O-:11])=[CH:4][C:5]([C:6]([N:34]2[CH2:35][CH2:36][N:31]([CH3:30])[CH2:32][CH2:33]2)=[O:8])=[CH:9][CH:10]=1. (8) The product is: [Br:1][C:2]1[CH:3]=[C:4]([NH:5][C:12](=[O:11])[C:13]2[CH:14]=[CH:15][C:16]([CH2:19][N:20]3[CH2:21][CH2:22][N:23]([CH3:26])[CH2:24][CH2:25]3)=[CH:17][CH:18]=2)[CH:6]=[CH:7][C:8]=1[CH3:9]. Given the reactants [Br:1][C:2]1[CH:3]=[C:4]([CH:6]=[CH:7][C:8]=1[CH3:9])[NH2:5].C[O:11][C:12](=O)[C:13]1[CH:18]=[CH:17][C:16]([CH2:19][N:20]2[CH2:25][CH2:24][N:23]([CH3:26])[CH2:22][CH2:21]2)=[CH:15][CH:14]=1, predict the reaction product. (9) The product is: [Ca:24].[CH2:10]([C:2]1[CH:3]=[CH:4][CH:5]=[CH:6][C:1]=1[OH:7])[CH2:9][CH2:8][CH2:13][CH2:12][CH2:11][CH2:16][CH2:15][CH2:14][CH2:19][CH2:18][CH2:17][CH2:20][CH2:21][CH3:22]. Given the reactants [C:1]1([OH:7])[CH:6]=[CH:5][CH:4]=[CH:3][CH:2]=1.[CH3:8][CH:9]=[CH2:10].[CH3:11][CH:12]=[CH2:13].[CH3:14][CH:15]=[CH2:16].[CH3:17][CH:18]=[CH2:19].[CH3:20][CH:21]=[CH2:22].[H-].[Ca+2:24].[H-].[Ca], predict the reaction product.